From a dataset of hERG Central: cardiac toxicity at 1µM, 10µM, and general inhibition. Predict hERG channel inhibition at various concentrations. The compound is CSc1ccccc1OCc1cc(C(=O)N(C)C(C)c2nc(C)cs2)no1. Results: hERG_inhib (hERG inhibition (general)): blocker.